This data is from Reaction yield outcomes from USPTO patents with 853,638 reactions. The task is: Predict the reaction yield, written as a fraction of the theoretical maximum amount of product (1.0 means a 100% yield; for example, 0.34 means a 34% yield). The reactants are C(OC([N:8]1[CH2:12][C@H:11]([S:13][CH2:14][C:15]2[CH:20]=[CH:19][C:18]([O:21][CH3:22])=[CH:17][CH:16]=2)[CH2:10][C@H:9]1[CH2:23][N:24]([CH2:34][C:35]([O:37][C:38]([CH3:41])([CH3:40])[CH3:39])=[O:36])[CH2:25][C:26]1[CH:31]=[C:30]([F:32])[CH:29]=[CH:28][C:27]=1[F:33])=O)(C)(C)C.Cl. The catalyst is CCOC(C)=O. The product is [C:38]([O:37][C:35](=[O:36])[CH2:34][N:24]([CH2:25][C:26]1[CH:31]=[C:30]([F:32])[CH:29]=[CH:28][C:27]=1[F:33])[CH2:23][C@@H:9]1[CH2:10][C@@H:11]([S:13][CH2:14][C:15]2[CH:20]=[CH:19][C:18]([O:21][CH3:22])=[CH:17][CH:16]=2)[CH2:12][NH:8]1)([CH3:41])([CH3:39])[CH3:40]. The yield is 0.760.